Dataset: Full USPTO retrosynthesis dataset with 1.9M reactions from patents (1976-2016). Task: Predict the reactants needed to synthesize the given product. (1) Given the product [N+:36]([C:33]1[CH:34]=[CH:35][C:30]([C:9]2[CH:10]=[CH:11][C:12]([C:15]34[CH2:20][CH2:19][C:18]([CH2:23][C:24]([O:26][CH3:27])=[O:25])([CH2:21][CH2:22]3)[O:17][CH2:16]4)=[CH:13][CH:14]=2)=[CH:31][CH:32]=1)([O-:38])=[O:37], predict the reactants needed to synthesize it. The reactants are: CC1(C)C(C)(C)OB([C:9]2[CH:14]=[CH:13][C:12]([C:15]34[CH2:22][CH2:21][C:18]([CH2:23][C:24]([O:26][CH3:27])=[O:25])([CH2:19][CH2:20]3)[O:17][CH2:16]4)=[CH:11][CH:10]=2)O1.I[C:30]1[CH:35]=[CH:34][C:33]([N+:36]([O-:38])=[O:37])=[CH:32][CH:31]=1.[O-]P([O-])([O-])=O.[K+].[K+].[K+]. (2) Given the product [CH:11]([CH:10]1[CH2:9][CH2:8][NH:7][CH:6]1[C:4]([OH:5])=[O:3])([CH3:13])[CH3:12], predict the reactants needed to synthesize it. The reactants are: C([O:3][C:4]([C:6]1(C(OCC)=O)[CH:10]([CH:11]([CH3:13])[CH3:12])[CH2:9][CH2:8][NH:7]1)=[O:5])C.C(C1CCNC1C(O)=O)C.C(C1(C(OCC)=O)C(CC)CCN1)(OCC)=O. (3) Given the product [C:32]([C:27]1[C:28]([CH3:31])=[N:29][O:30][C:26]=1[NH:25][C:13]([CH:14]1[C:15]2[C:16](=[CH:20][CH:21]=[CH:22][CH:23]=2)[C:17](=[O:19])[N:12]([CH2:11][CH2:10][O:9][CH3:8])[CH:6]1[C:2]1[S:1][CH:5]=[CH:4][CH:3]=1)=[O:24])#[N:33], predict the reactants needed to synthesize it. The reactants are: [S:1]1[CH:5]=[CH:4][CH:3]=[C:2]1[CH:6]=O.[CH3:8][O:9][CH2:10][CH2:11][NH2:12].[C:13]1(=[O:24])[O:19][C:17](=O)[C:16]2=[CH:20][CH:21]=[CH:22][CH:23]=[C:15]2[CH2:14]1.[NH2:25][C:26]1[O:30][N:29]=[C:28]([CH3:31])[C:27]=1[C:32]#[N:33]. (4) Given the product [ClH:1].[ClH:1].[Cl:1][C:2]1[CH:26]=[CH:25][C:5]2[NH:6][C:7]3[CH:24]=[CH:23][CH:22]=[CH:21][C:8]=3[N:9]=[C:10]([N:11]3[CH2:16][CH2:15][N:14]([CH3:29])[C@@H:13]([CH2:17][CH2:18][O:19][CH3:20])[CH2:12]3)[C:4]=2[CH:3]=1, predict the reactants needed to synthesize it. The reactants are: [Cl:1][C:2]1[CH:26]=[CH:25][C:5]2[NH:6][C:7]3[CH:24]=[CH:23][CH:22]=[CH:21][C:8]=3[N:9]=[C:10]([N:11]3[CH2:16][CH2:15][NH:14][C@@H:13]([CH2:17][CH2:18][O:19][CH3:20])[CH2:12]3)[C:4]=2[CH:3]=1.C=O.[C:29](O[BH-](OC(=O)C)OC(=O)C)(=O)C.[Na+].C(=O)(O)[O-].[Na+]. (5) Given the product [O:16]1[C:17]2[CH:18]=[CH:19][C:20]([CH:7]3[C:8]4[C:13](=[CH:12][CH:11]=[CH:10][CH:9]=4)[C:14]4[CH:1]=[CH:2][CH:3]=[CH:4][C:5]=4[N:6]3[S:26]([C:29]3[CH:35]=[CH:34][C:32]([CH3:33])=[CH:31][CH:30]=3)(=[O:28])=[O:27])=[CH:21][C:22]=2[O:23][CH2:15]1, predict the reactants needed to synthesize it. The reactants are: [CH:1]1[C:14]2[C:5](=[N:6][CH:7]=[C:8]3[C:13]=2[CH:12]=[CH:11][CH:10]=[CH:9]3)[CH:4]=[CH:3][CH:2]=1.[CH2:15]1[O:23][C:22]2[C:17](=[CH:18][CH:19]=[C-:20][CH:21]=2)[O:16]1.[Mg+2].[Br-].[S:26](Cl)([C:29]1[CH:35]=[CH:34][C:32]([CH3:33])=[CH:31][CH:30]=1)(=[O:28])=[O:27]. (6) Given the product [NH2:1][C:2]1[C:6]2[C:7](=[O:19])[N:8]([C:12]3[CH:17]=[CH:16][CH:15]=[CH:14][C:13]=3[Cl:18])[CH:9]=[C:10]([C:44]3[CH:45]=[CH:46][C:47]([N:50]4[CH2:51][CH2:52][O:53][CH2:54][CH2:55]4)=[CH:48][N:49]=3)[C:5]=2[NH:4][N:3]=1, predict the reactants needed to synthesize it. The reactants are: [NH2:1][C:2]1[C:6]2[C:7](=[O:19])[N:8]([C:12]3[CH:17]=[CH:16][CH:15]=[CH:14][C:13]=3[Cl:18])[CH:9]=[C:10](Br)[C:5]=2[NH:4][N:3]=1.CC1(C)C(C)(C)OB(B2OC(C)(C)C(C)(C)O2)O1.C([O-])(=O)C.[K+].Br[C:44]1[N:49]=[CH:48][C:47]([N:50]2[CH2:55][CH2:54][O:53][CH2:52][CH2:51]2)=[CH:46][CH:45]=1.C(=O)([O-])[O-].[Na+].[Na+]. (7) Given the product [Cl:21][CH2:20][CH2:19][CH2:18][O:17][C:15]([N:11]1[CH2:10][CH2:9][N:8]([C:6]([CH:2]2[CH2:3][CH2:4][CH2:5][O:1]2)=[O:7])[CH2:13][CH2:12]1)=[O:16], predict the reactants needed to synthesize it. The reactants are: [O:1]1[CH2:5][CH2:4][CH2:3][CH:2]1[C:6]([N:8]1[CH2:13][CH2:12][NH:11][CH2:10][CH2:9]1)=[O:7].Cl[C:15]([O:17][CH2:18][CH2:19][CH2:20][Cl:21])=[O:16].C(N(CC)C(C)C)(C)C. (8) The reactants are: [Br:1][C:2](Br)=[CH:3][C:4]1[CH:5]=[CH:6][C:7]([CH3:10])=[N:8][CH:9]=1.CC(C)([O-])C.[K+].C1(C)C=CC=CC=1. Given the product [Br:1][C:2]#[C:3][C:4]1[CH:5]=[CH:6][C:7]([CH3:10])=[N:8][CH:9]=1, predict the reactants needed to synthesize it. (9) Given the product [Cl:1][C:2]1[CH:7]=[C:6]([O:8][CH2:9][C:10]2([C:13]([N:15]3[C:24]4[C:19](=[CH:20][CH:21]=[CH:22][CH:23]=4)[N:18]([CH:25]4[CH2:26][CH2:27]4)[CH2:17][CH2:16]3)=[O:14])[CH2:12][CH2:11]2)[C:5]([Cl:28])=[CH:4][C:3]=1[CH2:29][CH2:30][C:31]([OH:33])=[O:32], predict the reactants needed to synthesize it. The reactants are: [Cl:1][C:2]1[CH:7]=[C:6]([O:8][CH2:9][C:10]2([C:13]([N:15]3[C:24]4[C:19](=[CH:20][CH:21]=[CH:22][CH:23]=4)[N:18]([CH:25]4[CH2:27][CH2:26]4)[CH2:17][CH2:16]3)=[O:14])[CH2:12][CH2:11]2)[C:5]([Cl:28])=[CH:4][C:3]=1[CH2:29][CH2:30][C:31]([O:33]C(C)(C)C)=[O:32].C[Si](Br)(C)C.